From a dataset of Full USPTO retrosynthesis dataset with 1.9M reactions from patents (1976-2016). Predict the reactants needed to synthesize the given product. (1) Given the product [Cl:1][C:2]1[CH:7]=[C:6]([CH:5]=[C:4]([F:11])[C:3]=1[F:12])[NH2:8], predict the reactants needed to synthesize it. The reactants are: [Cl:1][C:2]1[CH:7]=[C:6]([N+:8]([O-])=O)[CH:5]=[C:4]([F:11])[C:3]=1[F:12].C(O)(=O)C. (2) Given the product [F:13][C:10]1[CH:11]=[CH:12][C:2]([F:1])=[C:3]2[C:8]([N:18]([CH2:14][CH:15]([CH3:17])[CH3:16])[C:5](=[O:7])[C:4]=12)=[O:9], predict the reactants needed to synthesize it. The reactants are: [F:1][C:2]1[CH:12]=[CH:11][C:10]([F:13])=[C:4]2[C:5]([O:7][C:8](=[O:9])[C:3]=12)=O.[CH2:14]([NH2:18])[CH:15]([CH3:17])[CH3:16].C1(C)C=CC(S(O)(=O)=O)=CC=1. (3) Given the product [O:23]1[CH:27]=[CH:26][CH:25]=[C:24]1[C:28]1[CH:36]=[CH:35][C:31]([C:32]([N:4]([CH2:5][C:6]2[C:7]([O:12][CH2:13][CH2:14][CH2:15][CH2:16][CH2:17][C:18]([O:20][CH2:21][CH3:22])=[O:19])=[N:8][CH:9]=[CH:10][CH:11]=2)[CH:1]([CH3:3])[CH3:2])=[O:33])=[CH:30][CH:29]=1, predict the reactants needed to synthesize it. The reactants are: [CH:1]([NH:4][CH2:5][C:6]1[C:7]([O:12][CH2:13][CH2:14][CH2:15][CH2:16][CH2:17][C:18]([O:20][CH2:21][CH3:22])=[O:19])=[N:8][CH:9]=[CH:10][CH:11]=1)([CH3:3])[CH3:2].[O:23]1[CH:27]=[CH:26][CH:25]=[C:24]1[C:28]1[CH:36]=[CH:35][C:31]([C:32](O)=[O:33])=[CH:30][CH:29]=1.CCN=C=NCCCN(C)C.Cl.C1C=CC2N(O)N=NC=2C=1.C(N(CC)CC)C. (4) Given the product [CH2:1]([O:3][C:4]([C:6]1[C:7]([CH3:18])=[C:8]2[C:13]([NH:32][C:29]3[CH:28]=[CH:27][C:26]([O:19][C:20]4[CH:25]=[CH:24][CH:23]=[CH:22][CH:21]=4)=[CH:31][CH:30]=3)=[C:12]([C:15]#[N:16])[CH:11]=[N:10][N:9]2[CH:17]=1)=[O:5])[CH3:2], predict the reactants needed to synthesize it. The reactants are: [CH2:1]([O:3][C:4]([C:6]1[C:7]([CH3:18])=[C:8]2[C:13](Cl)=[C:12]([C:15]#[N:16])[CH:11]=[N:10][N:9]2[CH:17]=1)=[O:5])[CH3:2].[O:19]([C:26]1[CH:31]=[CH:30][C:29]([NH2:32])=[CH:28][CH:27]=1)[C:20]1[CH:25]=[CH:24][CH:23]=[CH:22][CH:21]=1.COC(C1C(C)=C2C(NC3C=CC(OC4C=CC=CC=4OC(C(OC(C)(C)C)=O)(C)C)=CC=3)=C(C#N)C=NN2C=1)=O.